Predict the product of the given reaction. From a dataset of Forward reaction prediction with 1.9M reactions from USPTO patents (1976-2016). (1) Given the reactants CS([Cl:5])(=O)=O.[CH:6]1([CH2:12][N:13]2[C:21]3[C:16](=[CH:17][CH:18]=[CH:19][C:20]=3[O:22][CH3:23])[C:15]([C:24]3[O:25][C:26]([CH2:30]O)=[C:27]([CH3:29])[N:28]=3)=[CH:14]2)[CH2:11][CH2:10][CH2:9][CH2:8][CH2:7]1.[CH2:32]([N:34](CC)[CH2:35][CH3:36])[CH3:33].C(NCC)C.Cl, predict the reaction product. The product is: [ClH:5].[CH:6]1([CH2:12][N:13]2[C:21]3[C:16](=[CH:17][CH:18]=[CH:19][C:20]=3[O:22][CH3:23])[C:15]([C:24]3[O:25][C:26]([CH2:30][N:34]([CH2:35][CH3:36])[CH2:32][CH3:33])=[C:27]([CH3:29])[N:28]=3)=[CH:14]2)[CH2:7][CH2:8][CH2:9][CH2:10][CH2:11]1. (2) Given the reactants CC1C(C)=C(C(C2N=CNC=2)C)C=CC=1.[CH3:16][CH2:17][NH:18][C:19]([C@H:21]1[N:25]([C:26]([C@@H:28]([NH:36][C:37]([C@@H:39]([NH:44][C:45]([C@H:47]([NH:52][C:53]([C@@H:55]([NH:64][C:65]([C@@H:67]([NH:70][C:71]([C@@H:73]([NH:84][C:85]([C@@H:87]([NH:94][C:95]([C@H:97]2[NH:102][C:100](=[O:101])[CH2:99][CH2:98]2)=[O:96])[CH2:88][C:89]2[N:93]=[CH:92][NH:91][CH:90]=2)=[O:86])[CH2:74][C:75]2[C:79]3[CH:80]=[CH:81][CH:82]=[CH:83][C:78]=3[NH:77][CH:76]=2)=[O:72])[CH2:68][OH:69])=[O:66])[CH2:56][C:57]2[CH:58]=[CH:59][C:60]([OH:63])=[CH:61][CH:62]=2)=[O:54])[CH2:48][CH:49]([CH3:51])[CH3:50])=[O:46])[CH2:40][CH:41]([CH3:43])[CH3:42])=[O:38])[CH2:29][CH2:30][CH2:31][NH:32][C:33]([NH2:35])=[NH:34])=[O:27])[CH2:24][CH2:23][CH2:22]1)=[O:20].CC(O)=O, predict the reaction product. The product is: [CH3:16][CH2:17][NH:18][C:19]([C@H:21]1[N:25]([C:26]([C@@H:28]([NH:36][C:37]([C@@H:39]([NH:44][C:45]([C@H:47]([NH:52][C:53]([C@@H:55]([NH:64][C:65]([C@@H:67]([NH:70][C:71]([C@@H:73]([NH:84][C:85]([C@@H:87]([NH:94][C:95]([C@H:97]2[NH:102][C:100](=[O:101])[CH2:99][CH2:98]2)=[O:96])[CH2:88][C:89]2[N:93]=[CH:92][NH:91][CH:90]=2)=[O:86])[CH2:74][C:75]2[C:79]3[CH:80]=[CH:81][CH:82]=[CH:83][C:78]=3[NH:77][CH:76]=2)=[O:72])[CH2:68][OH:69])=[O:66])[CH2:56][C:57]2[CH:62]=[CH:61][C:60]([OH:63])=[CH:59][CH:58]=2)=[O:54])[CH2:48][CH:49]([CH3:51])[CH3:50])=[O:46])[CH2:40][CH:41]([CH3:43])[CH3:42])=[O:38])[CH2:29][CH2:30][CH2:31][NH:32][C:33]([NH2:35])=[NH:34])=[O:27])[CH2:24][CH2:23][CH2:22]1)=[O:20]. (3) The product is: [O:1]=[C:2]([CH2:8][CH3:9])[CH2:3][C:4]([O:6][CH2:7][C:10]#[CH:11])=[O:5]. Given the reactants [O:1]=[C:2]([CH2:8][CH3:9])[CH2:3][C:4]([O:6][CH3:7])=[O:5].[CH2:10](O)[C:11]#C, predict the reaction product. (4) The product is: [Cl:10][C:11]1[C:17]([N:6]2[CH2:7][CH2:8][CH2:9][CH:5]2[CH2:4][N:2]([CH3:3])[CH3:1])=[CH:16][C:14]([NH2:15])=[C:13]([N+:19]([O-:21])=[O:20])[CH:12]=1. Given the reactants [CH3:1][N:2]([CH2:4][CH:5]1[CH2:9][CH2:8][CH2:7][NH:6]1)[CH3:3].[Cl:10][C:11]1[C:17](Cl)=[CH:16][C:14]([NH2:15])=[C:13]([N+:19]([O-:21])=[O:20])[CH:12]=1.C(=O)([O-])[O-].[K+].[K+], predict the reaction product.